This data is from Catalyst prediction with 721,799 reactions and 888 catalyst types from USPTO. The task is: Predict which catalyst facilitates the given reaction. (1) Reactant: [Cl:1][C:2]1[N:7]2[CH:8]=[CH:9][N:10]=[C:6]2[C:5]([OH:11])=[N:4][C:3]=1[C:12]1[CH:19]=[CH:18][C:15]([C:16]#[N:17])=[CH:14][CH:13]=1.O[CH2:21][C@@H:22]1[CH2:27][CH2:26][CH2:25][N:24]([C:28]([O:30][C:31]([CH3:34])([CH3:33])[CH3:32])=[O:29])[CH2:23]1.C1(P(C2C=CC=CC=2)C2C=CC=CC=2)C=CC=CC=1.N(C(OC(C)C)=O)=NC(OC(C)C)=O. Product: [Cl:1][C:2]1[N:7]2[CH:8]=[CH:9][N:10]=[C:6]2[C:5]([O:11][CH2:21][C@@H:22]2[CH2:27][CH2:26][CH2:25][N:24]([C:28]([O:30][C:31]([CH3:32])([CH3:34])[CH3:33])=[O:29])[CH2:23]2)=[N:4][C:3]=1[C:12]1[CH:13]=[CH:14][C:15]([C:16]#[N:17])=[CH:18][CH:19]=1. The catalyst class is: 7. (2) Reactant: [F:1][C:2]1[CH:3]=[C:4]([NH:22][C:23]([NH:25][C:26]2[CH:31]=[CH:30][C:29]([C:32]([F:35])([F:34])[F:33])=[CH:28][CH:27]=2)=[O:24])[CH:5]=[CH:6][C:7]=1[O:8][C:9]1[C:18]2[C:13](=[CH:14][C:15]([OH:21])=[C:16]([O:19][CH3:20])[CH:17]=2)[N:12]=[CH:11][CH:10]=1.[CH:36]1([O:41][C:42](=[O:55])[C@H:43]([NH:47][C:48]([O:50][C:51]([CH3:54])([CH3:53])[CH3:52])=[O:49])[CH2:44][CH2:45]Br)[CH2:40][CH2:39][CH2:38][CH2:37]1.[C:56]([O-])([O-])=O.[K+].[K+]. Product: [CH:36]1([O:41][C:42](=[O:55])[C@H:43]([NH:47][C:48]([O:50][C:51]([CH3:54])([CH3:53])[CH3:52])=[O:49])[CH2:44][CH2:45][CH2:56][O:21][C:15]2[CH:14]=[C:13]3[C:18]([C:9]([O:8][C:7]4[CH:6]=[CH:5][C:4]([NH:22][C:23]([NH:25][C:26]5[CH:31]=[CH:30][C:29]([C:32]([F:35])([F:33])[F:34])=[CH:28][CH:27]=5)=[O:24])=[CH:3][C:2]=4[F:1])=[CH:10][CH:11]=[N:12]3)=[CH:17][C:16]=2[O:19][CH3:20])[CH2:40][CH2:39][CH2:38][CH2:37]1. The catalyst class is: 3. (3) Reactant: [CH3:1][C:2]1[CH:3]=[C:4]([CH:8]=[C:9]([B:11]2[O:15][C:14]([CH3:17])([CH3:16])[C:13]([CH3:19])([CH3:18])[O:12]2)[CH:10]=1)[C:5](O)=[O:6].S(Cl)([Cl:22])=O. Product: [CH3:1][C:2]1[CH:3]=[C:4]([CH:8]=[C:9]([B:11]2[O:15][C:14]([CH3:17])([CH3:16])[C:13]([CH3:19])([CH3:18])[O:12]2)[CH:10]=1)[C:5]([Cl:22])=[O:6]. The catalyst class is: 479. (4) Reactant: [C:1]([O:5][C:6]([N:8]1[CH2:17][CH2:16][C:15]2[C:10](=[CH:11][CH:12]=[C:13]([OH:18])[CH:14]=2)[CH2:9]1)=[O:7])([CH3:4])([CH3:3])[CH3:2].O[CH2:20][CH:21]1[CH2:26][CH2:25][N:24]([C:27]2[CH:32]=[CH:31][N:30]=[CH:29][CH:28]=2)[CH2:23][CH2:22]1.C1(P(C2C=CC=CC=2)C2C=CC=CC=2)C=CC=CC=1.N(C(OC(C)C)=O)=NC(OC(C)C)=O. Product: [C:1]([O:5][C:6]([N:8]1[CH2:17][CH2:16][C:15]2[C:10](=[CH:11][CH:12]=[C:13]([O:18][CH2:20][CH:21]3[CH2:22][CH2:23][N:24]([C:27]4[CH:28]=[CH:29][N:30]=[CH:31][CH:32]=4)[CH2:25][CH2:26]3)[CH:14]=2)[CH2:9]1)=[O:7])([CH3:4])([CH3:2])[CH3:3]. The catalyst class is: 595. (5) Reactant: [Cl:1][C:2]1[N:7]=[C:6]2[N:8]=[C:9]([CH2:17][N:18]3[C:22]4[CH:23]=[N:24][CH:25]=[CH:26][C:21]=4[N:20]([CH:27]4[CH2:29][CH2:28]4)[C:19]3=[O:30])[N:10]([CH2:11][CH2:12][CH2:13][C:14](=[O:16])[CH3:15])[C:5]2=[CH:4][CH:3]=1.[Li][CH3:32]. Product: [Cl:1][C:2]1[N:7]=[C:6]2[N:8]=[C:9]([CH2:17][N:18]3[C:22]4[CH:23]=[N:24][CH:25]=[CH:26][C:21]=4[N:20]([CH:27]4[CH2:29][CH2:28]4)[C:19]3=[O:30])[N:10]([CH2:11][CH2:12][CH2:13][C:14]([OH:16])([CH3:32])[CH3:15])[C:5]2=[CH:4][CH:3]=1. The catalyst class is: 20.